From a dataset of Peptide-MHC class I binding affinity with 185,985 pairs from IEDB/IMGT. Regression. Given a peptide amino acid sequence and an MHC pseudo amino acid sequence, predict their binding affinity value. This is MHC class I binding data. (1) The peptide sequence is ALQGGGPPY. The MHC is HLA-A02:01 with pseudo-sequence HLA-A02:01. The binding affinity (normalized) is 0. (2) The peptide sequence is ADNMITEML. The MHC is HLA-B40:01 with pseudo-sequence HLA-B40:01. The binding affinity (normalized) is 0.0870. (3) The peptide sequence is TILATLNTL. The MHC is HLA-A02:06 with pseudo-sequence HLA-A02:06. The binding affinity (normalized) is 0.700. (4) The MHC is HLA-B46:01 with pseudo-sequence HLA-B46:01. The binding affinity (normalized) is 0.0847. The peptide sequence is SLTIPSFYT. (5) The peptide sequence is NQINVELSL. The MHC is HLA-B38:01 with pseudo-sequence HLA-B38:01. The binding affinity (normalized) is 0.424. (6) The peptide sequence is RQADILRQF. The MHC is HLA-A01:01 with pseudo-sequence HLA-A01:01. The binding affinity (normalized) is 0.0847. (7) The peptide sequence is KAFSPEVI. The MHC is HLA-B40:01 with pseudo-sequence YHTKYREISTNTYESNLYLRYNYYSLAVLAYEWY. The binding affinity (normalized) is 0.